Dataset: Merck oncology drug combination screen with 23,052 pairs across 39 cell lines. Task: Regression. Given two drug SMILES strings and cell line genomic features, predict the synergy score measuring deviation from expected non-interaction effect. (1) Drug 1: CC1CC2C3CCC4=CC(=O)C=CC4(C)C3(F)C(O)CC2(C)C1(O)C(=O)CO. Drug 2: COC1CC2CCC(C)C(O)(O2)C(=O)C(=O)N2CCCCC2C(=O)OC(C(C)CC2CCC(OP(C)(C)=O)C(OC)C2)CC(=O)C(C)C=C(C)C(O)C(OC)C(=O)C(C)CC(C)C=CC=CC=C1C. Cell line: SW837. Synergy scores: synergy=14.8. (2) Drug 1: O=C(CCCCCCC(=O)Nc1ccccc1)NO. Drug 2: C#Cc1cccc(Nc2ncnc3cc(OCCOC)c(OCCOC)cc23)c1. Cell line: NCIH460. Synergy scores: synergy=0.207.